From a dataset of Reaction yield outcomes from USPTO patents with 853,638 reactions. Predict the reaction yield, written as a fraction of the theoretical maximum amount of product (1.0 means a 100% yield; for example, 0.34 means a 34% yield). (1) The reactants are [O:1]1[C:10]2[C:5](=[CH:6][CH:7]=[CH:8][CH:9]=2)[CH:4]([OH:11])[CH2:3][CH2:2]1.[I:12]I. The catalyst is C(Cl)Cl. The product is [I:12][C:7]1[CH:6]=[C:5]2[C:10](=[CH:9][CH:8]=1)[O:1][CH2:2][CH2:3][CH:4]2[OH:11]. The yield is 0.720. (2) The reactants are [CH:1]([C:4]1[CH:9]=[CH:8][C:7]([CH:10]2[C:14]3[C:15]([CH3:22])=[C:16]([NH2:21])[C:17]([CH3:20])=[C:18]([CH3:19])[C:13]=3[O:12][C:11]2([CH3:24])[CH3:23])=[CH:6][CH:5]=1)([CH3:3])[CH3:2].[F:25][C:26]1[CH:34]=[CH:33][C:29]([C:30](Cl)=[O:31])=[CH:28][CH:27]=1.C(OCC)(=O)C.CCCCCC. The catalyst is CO. The product is [F:25][C:26]1[CH:34]=[CH:33][C:29]([C:30]([NH:21][C:16]2[C:17]([CH3:20])=[C:18]([CH3:19])[C:13]3[O:12][C:11]([CH3:24])([CH3:23])[CH:10]([C:7]4[CH:8]=[CH:9][C:4]([CH:1]([CH3:3])[CH3:2])=[CH:5][CH:6]=4)[C:14]=3[C:15]=2[CH3:22])=[O:31])=[CH:28][CH:27]=1. The yield is 0.910.